Dataset: Reaction yield outcomes from USPTO patents with 853,638 reactions. Task: Predict the reaction yield, written as a fraction of the theoretical maximum amount of product (1.0 means a 100% yield; for example, 0.34 means a 34% yield). The reactants are [C:1]([CH2:3][CH2:4][C:5]1[CH:10]=[CH:9][N:8]=[C:7]([C:11]#[N:12])[CH:6]=1)#[N:2].[C:13](OC)(=[O:21])[C:14]1[C:15](=[CH:17][CH:18]=[CH:19][CH:20]=1)[SH:16].C(N(CC)CC)C. The catalyst is C1(C)C=CC=CC=1. The product is [O:21]=[C:13]1[C:14]2[CH:20]=[CH:19][CH:18]=[CH:17][C:15]=2[S:16][C:11]([C:7]2[CH:6]=[C:5]([CH2:4][CH2:3][C:1]#[N:2])[CH:10]=[CH:9][N:8]=2)=[N:12]1. The yield is 0.510.